This data is from Catalyst prediction with 721,799 reactions and 888 catalyst types from USPTO. The task is: Predict which catalyst facilitates the given reaction. (1) Reactant: [OH-].[Na+].C[O:4][C:5](=[O:22])[CH2:6][CH2:7][C:8](=[O:21])[C:9]1[CH:14]=[CH:13][C:12]([O:15][CH3:16])=[C:11]([O:17][CH3:18])[C:10]=1[O:19][CH3:20].O. Product: [O:21]=[C:8]([C:9]1[CH:14]=[CH:13][C:12]([O:15][CH3:16])=[C:11]([O:17][CH3:18])[C:10]=1[O:19][CH3:20])[CH2:7][CH2:6][C:5]([OH:22])=[O:4]. The catalyst class is: 5. (2) Reactant: Br[C:2]1[CH:9]=[CH:8][C:7]([Cl:10])=[CH:6][C:3]=1[C:4]#[N:5].[C:11]1(B(O)O)[CH:16]=[CH:15][CH:14]=[CH:13][CH:12]=1.C(=O)([O-])[O-].[Na+].[Na+].COCCOC. Product: [Cl:10][C:7]1[CH:8]=[CH:9][C:2]([C:11]2[CH:16]=[CH:15][CH:14]=[CH:13][CH:12]=2)=[C:3]([CH:6]=1)[C:4]#[N:5]. The catalyst class is: 103. (3) Reactant: [CH3:1][O:2][CH2:3][CH:4]=O.[C:6]([O:10][C:11]([N:13]1[CH:22]([CH2:23][NH:24][CH:25]([C:34]([O:36][CH3:37])=[O:35])[CH2:26][C:27]2[CH:32]=[CH:31][C:30]([Cl:33])=[CH:29][CH:28]=2)[CH2:21][C:20]2[C:15](=[CH:16][CH:17]=[CH:18][CH:19]=2)[CH2:14]1)=[O:12])([CH3:9])([CH3:8])[CH3:7].C(O[BH-](OC(=O)C)OC(=O)C)(=O)C.[Na+].C(=O)C. Product: [C:6]([O:10][C:11]([N:13]1[CH:22]([CH2:23][N:24]([CH:25]([C:34]([O:36][CH3:37])=[O:35])[CH2:26][C:27]2[CH:32]=[CH:31][C:30]([Cl:33])=[CH:29][CH:28]=2)[CH2:4][CH2:3][O:2][CH3:1])[CH2:21][C:20]2[C:15](=[CH:16][CH:17]=[CH:18][CH:19]=2)[CH2:14]1)=[O:12])([CH3:8])([CH3:9])[CH3:7]. The catalyst class is: 10. (4) Reactant: [N+:1]([C:4]1[CH:13]=[CH:12][CH:11]=[C:10]2[C:5]=1[CH:6]=[CH:7]O[C:9]2=[O:14])([O-:3])=[O:2].[CH3:15][C:16]1[NH:20][N:19]=[C:18]([NH2:21])[CH:17]=1. Product: [CH3:15][C:16]1[NH:20][N:19]=[C:18]([N:21]2[CH:7]=[CH:6][C:5]3[C:10](=[CH:11][CH:12]=[CH:13][C:4]=3[N+:1]([O-:3])=[O:2])[C:9]2=[O:14])[CH:17]=1. The catalyst class is: 5. (5) Reactant: O[CH2:2][C:3]1[CH:26]=[CH:25][C:6]([O:7][CH2:8][C:9]2[N:10]=[C:11]([C:15]3[CH:16]=[C:17]([CH:22]=[CH:23][CH:24]=3)[C:18]([O:20][CH3:21])=[O:19])[O:12][C:13]=2[CH3:14])=[C:5]([O:27][CH3:28])[CH:4]=1.S(Cl)([Cl:31])=O. Product: [Cl:31][CH2:2][C:3]1[CH:26]=[CH:25][C:6]([O:7][CH2:8][C:9]2[N:10]=[C:11]([C:15]3[CH:16]=[C:17]([CH:22]=[CH:23][CH:24]=3)[C:18]([O:20][CH3:21])=[O:19])[O:12][C:13]=2[CH3:14])=[C:5]([O:27][CH3:28])[CH:4]=1. The catalyst class is: 11. (6) Reactant: [CH3:1][C:2]1[CH:3]=[C:4](/[CH:8]=[CH:9]/[C:10]([OH:12])=[O:11])[CH:5]=[CH:6][CH:7]=1. Product: [CH3:1][CH:2]1[CH2:7][CH2:6][CH2:5][CH:4]([CH2:8][CH2:9][C:10]([OH:12])=[O:11])[CH2:3]1. The catalyst class is: 15. (7) Reactant: [CH3:1][C:2]1[CH:3]=[C:4]([C:14]([O:16]CC)=[O:15])[C:5]2[N:10]([CH:11]=1)[CH2:9][CH2:8][S:7](=[O:13])(=[O:12])[N:6]=2.[OH-].[Na+].Cl.O. Product: [CH3:1][C:2]1[CH:3]=[C:4]([C:14]([OH:16])=[O:15])[C:5]2[N:10]([CH:11]=1)[CH2:9][CH2:8][S:7](=[O:12])(=[O:13])[N:6]=2. The catalyst class is: 5.